From a dataset of Peptide-MHC class I binding affinity with 185,985 pairs from IEDB/IMGT. Regression. Given a peptide amino acid sequence and an MHC pseudo amino acid sequence, predict their binding affinity value. This is MHC class I binding data. (1) The binding affinity (normalized) is 0.791. The peptide sequence is INIRSAQL. The MHC is H-2-Kb with pseudo-sequence H-2-Kb. (2) The binding affinity (normalized) is 0.677. The peptide sequence is LLKLWIDKV. The MHC is HLA-A02:19 with pseudo-sequence HLA-A02:19. (3) The peptide sequence is AYISSEATTPW. The MHC is Mamu-B17 with pseudo-sequence Mamu-B17. The binding affinity (normalized) is 0.0328. (4) The peptide sequence is TIMAAILAYT. The MHC is HLA-A02:17 with pseudo-sequence HLA-A02:17. The binding affinity (normalized) is 0.130. (5) The peptide sequence is LLPEIAPNA. The MHC is HLA-A02:01 with pseudo-sequence HLA-A02:01. The binding affinity (normalized) is 0.687. (6) The MHC is HLA-A02:01 with pseudo-sequence HLA-A02:01. The binding affinity (normalized) is 0.483. The peptide sequence is MILMTHFFSI.